This data is from Catalyst prediction with 721,799 reactions and 888 catalyst types from USPTO. The task is: Predict which catalyst facilitates the given reaction. (1) Reactant: [CH3:1][O:2][CH2:3][CH2:4][CH2:5][C:6]1[CH:15]=[C:14]([C:16](OCCC)=[O:17])[C:13]2[C:8](=[CH:9][CH:10]=[CH:11][CH:12]=2)[N:7]=1.CC(C[AlH]CC(C)C)C. Product: [CH3:1][O:2][CH2:3][CH2:4][CH2:5][C:6]1[CH:15]=[C:14]([CH2:16][OH:17])[C:13]2[C:8](=[CH:9][CH:10]=[CH:11][CH:12]=2)[N:7]=1. The catalyst class is: 11. (2) Reactant: [Cl:1][C:2]1[C:10]([C:11]([F:14])([F:13])[F:12])=[CH:9][C:5]([C:6](=S)[NH2:7])=[CH:4][C:3]=1[C:15]([F:18])([F:17])[F:16].O.[NH2:20][NH2:21].[CH:22](O)=O.C([O-])(O)=O.[Na+]. Product: [Cl:1][C:2]1[C:10]([C:11]([F:14])([F:13])[F:12])=[CH:9][C:5]([C:6]2[N:7]=[CH:22][NH:21][N:20]=2)=[CH:4][C:3]=1[C:15]([F:18])([F:17])[F:16]. The catalyst class is: 3. (3) Reactant: [F:1][C:2]([F:18])([F:17])[C:3]1[CH:8]=[CH:7][CH:6]=[CH:5][C:4]=1[NH:9][C:10](=[O:16])[O:11][C:12]([CH3:15])([CH3:14])[CH3:13].C([Li])(CC)C.CN([CH:27]=[O:28])C. Product: [CH:27]([C:5]1[CH:6]=[CH:7][CH:8]=[C:3]([C:2]([F:17])([F:18])[F:1])[C:4]=1[NH:9][C:10](=[O:16])[O:11][C:12]([CH3:13])([CH3:14])[CH3:15])=[O:28]. The catalyst class is: 1. (4) Reactant: F[C:2]1[C:7](F)=[CH:6][C:5]([C:9]2[CH:14]=[CH:13][N:12]=[CH:11][C:10]=2[N:15]([CH2:32][CH2:33][S:34]([CH3:37])(=[O:36])=[O:35])C(=O)C2C=C(C(F)(F)F)N=C(C(F)(F)F)C=2)=[C:4]([O:38][CH3:39])C=1.COC1C(B(O)O)=CC=C[N:43]=1. Product: [CH3:37][S:34]([CH2:33][CH2:32][NH:15][C:10]1[CH:11]=[N:12][CH:13]=[CH:14][C:9]=1[C:5]1[C:4]([O:38][CH3:39])=[N:43][CH:2]=[CH:7][CH:6]=1)(=[O:36])=[O:35]. The catalyst class is: 61. (5) Reactant: C[CH:2]1[CH2:7][CH2:6][CH2:5][N:4]([CH:8]2[CH2:13][CH2:12][NH:11][CH2:10][CH2:9]2)[CH2:3]1.[N:14]([C:17]1[CH:18]=[C:19]([CH:22]=[CH:23][C:24]=1[O:25][CH2:26][C:27]#[CH:28])[CH:20]=O)=[N+:15]=[N-:16].[CH3:29]C(O)=O.[BH-](OC(C)=O)(OC(C)=O)OC(C)=O.[Na+]. The catalyst class is: 2. Product: [N:14]([C:17]1[CH:18]=[C:19]([CH:22]=[CH:23][C:24]=1[O:25][CH2:26][C:27]#[CH:28])[CH2:20][N:11]1[CH2:10][CH2:9][CH:8]([N:4]2[CH2:3][CH2:2][CH:7]([CH3:29])[CH2:6][CH2:5]2)[CH2:13][CH2:12]1)=[N+:15]=[N-:16].